Dataset: NCI-60 drug combinations with 297,098 pairs across 59 cell lines. Task: Regression. Given two drug SMILES strings and cell line genomic features, predict the synergy score measuring deviation from expected non-interaction effect. (1) Drug 1: C1=NC2=C(N1)C(=S)N=CN2. Drug 2: C1=NNC2=C1C(=O)NC=N2. Cell line: NCI/ADR-RES. Synergy scores: CSS=25.8, Synergy_ZIP=-4.06, Synergy_Bliss=5.01, Synergy_Loewe=-6.78, Synergy_HSA=3.78. (2) Cell line: SNB-19. Drug 1: CC1=C2C(C(=O)C3(C(CC4C(C3C(C(C2(C)C)(CC1OC(=O)C(C(C5=CC=CC=C5)NC(=O)OC(C)(C)C)O)O)OC(=O)C6=CC=CC=C6)(CO4)OC(=O)C)OC)C)OC. Synergy scores: CSS=41.5, Synergy_ZIP=2.44, Synergy_Bliss=2.30, Synergy_Loewe=-11.0, Synergy_HSA=2.94. Drug 2: C1=CC(=CC=C1CC(C(=O)O)N)N(CCCl)CCCl.Cl.